Dataset: Catalyst prediction with 721,799 reactions and 888 catalyst types from USPTO. Task: Predict which catalyst facilitates the given reaction. (1) Reactant: [Br:1][C:2]1[CH:7]=[CH:6][C:5]([C:8]([OH:11])([CH3:10])[CH3:9])=[CH:4][CH:3]=1.[H-].[Na+].[CH3:14][Si:15]([CH2:18][CH2:19][O:20][CH2:21]Cl)([CH3:17])[CH3:16]. Product: [Br:1][C:2]1[CH:3]=[CH:4][C:5]([C:8]([O:11][CH2:21][O:20][CH2:19][CH2:18][Si:15]([CH3:17])([CH3:16])[CH3:14])([CH3:9])[CH3:10])=[CH:6][CH:7]=1. The catalyst class is: 3. (2) Reactant: [CH3:1][C@H:2]([NH:17][C:18](=[O:27])[O:19][CH2:20][C:21]1[CH:26]=[CH:25][CH:24]=[CH:23][CH:22]=1)[CH2:3][N:4]1[C:12]2[C:7](=[CH:8][CH:9]=[C:10]([O:13][CH2:14][C:15]#[CH:16])[CH:11]=2)[CH:6]=[N:5]1. Product: [CH3:1][C@H:2]([NH:17][C:18](=[O:27])[O:19][CH2:20][C:21]1[CH:22]=[CH:23][CH:24]=[CH:25][CH:26]=1)[CH2:3][N:4]1[C:12]2[C:7](=[CH:8][CH:9]=[C:10]3[O:13][CH2:14][CH:15]=[CH:16][C:11]3=2)[CH:6]=[N:5]1. The catalyst class is: 728. (3) Reactant: C(N(CC)CC)C.Cl.[O:9]=[C:10]1[CH:15]([N:16]2[C:24](=[O:25])[C:23]3[C:18](=[CH:19][CH:20]=[CH:21][C:22]=3[CH2:26][NH:27][CH3:28])[C:17]2=[O:29])[CH2:14][CH2:13][C:12](=[O:30])[NH:11]1.[CH:31]1([C:34](Cl)=[O:35])[CH2:33][CH2:32]1. Product: [O:9]=[C:10]1[CH:15]([N:16]2[C:24](=[O:25])[C:23]3[C:18](=[CH:19][CH:20]=[CH:21][C:22]=3[CH2:26][N:27]([CH3:28])[C:34]([CH:31]3[CH2:33][CH2:32]3)=[O:35])[C:17]2=[O:29])[CH2:14][CH2:13][C:12](=[O:30])[NH:11]1. The catalyst class is: 1. (4) Reactant: [CH3:1][O:2][C:3](=[O:35])[C@@H:4]([NH:12][CH:13]1[CH2:18][CH2:17][N:16]([CH2:19][C:20]2[CH:25]=[CH:24][CH:23]=[C:22]([O:26][C:27]3[CH:32]=[CH:31][CH:30]=[CH:29][C:28]=3[O:33][CH3:34])[CH:21]=2)[CH2:15][CH2:14]1)[CH2:5][C:6]1[CH:11]=[CH:10][CH:9]=[CH:8][CH:7]=1.CCCl.C(N(CC)CC)C.[CH3:46][CH2:47][O:48]C(C)=O. Product: [CH3:1][O:2][C:3](=[O:35])[C@@H:4]([N:12]([C:47](=[O:48])[CH3:46])[CH:13]1[CH2:18][CH2:17][N:16]([CH2:19][C:20]2[CH:25]=[CH:24][CH:23]=[C:22]([O:26][C:27]3[CH:32]=[CH:31][CH:30]=[CH:29][C:28]=3[O:33][CH3:34])[CH:21]=2)[CH2:15][CH2:14]1)[CH2:5][C:6]1[CH:11]=[CH:10][CH:9]=[CH:8][CH:7]=1. The catalyst class is: 4. (5) Reactant: C([O:3][C:4](=[O:31])[CH2:5][CH2:6][C@H:7]([C@@H:9]1[C@:26]2([CH3:27])[C:12]([C:13]3[CH2:14][CH2:15][C@@H:16]4[C@:21]([C:23]=3[CH2:24][CH2:25]2)([CH3:22])[CH2:20][CH2:19][C@H:18]([OH:28])[C:17]4([CH3:30])[CH3:29])=[CH:11][CH2:10]1)[CH3:8])C. Product: [OH:28][C@H:18]1[CH2:19][CH2:20][C@@:21]2([CH3:22])[C@@H:16]([CH2:15][CH2:14][C:13]3[C:12]4[C@:26]([CH3:27])([CH2:25][CH2:24][C:23]=32)[C@@H:9]([C@H:7]([CH3:8])[CH2:6][CH2:5][C:4]([OH:31])=[O:3])[CH2:10][CH:11]=4)[C:17]1([CH3:29])[CH3:30]. The catalyst class is: 494. (6) Reactant: O=[C:2]([C:8]1[CH:13]=[CH:12][C:11]([C:14]2[CH:19]=[CH:18][C:17]([C:20]([F:23])([F:22])[F:21])=[CH:16][CH:15]=2)=[CH:10][CH:9]=1)[CH2:3][CH2:4][C:5]([OH:7])=[O:6].Cl.[NH2:25][OH:26].C(=O)([O-])[O-].[Na+].[Na+]. Product: [OH:26][N:25]=[C:2]([C:8]1[CH:13]=[CH:12][C:11]([C:14]2[CH:19]=[CH:18][C:17]([C:20]([F:23])([F:22])[F:21])=[CH:16][CH:15]=2)=[CH:10][CH:9]=1)[CH2:3][CH2:4][C:5]([OH:7])=[O:6]. The catalyst class is: 8. (7) Reactant: Cl[C:2]1[O:3][C:4]([C:7]2[CH:14]=[CH:13][C:10]([C:11]#[N:12])=[CH:9][CH:8]=2)=[CH:5][N:6]=1.[NH:15]1[C:19]([C:20]2[CH:21]=[C:22]([CH:24]=[CH:25][CH:26]=2)[NH2:23])=[N:18][N:17]=[N:16]1. Product: [NH:18]1[C:19]([C:20]2[CH:21]=[C:22]([NH:23][C:2]3[O:3][C:4]([C:7]4[CH:14]=[CH:13][C:10]([C:11]#[N:12])=[CH:9][CH:8]=4)=[CH:5][N:6]=3)[CH:24]=[CH:25][CH:26]=2)=[N:15][N:16]=[N:17]1. The catalyst class is: 41. (8) Reactant: [F:1][C:2]([F:22])([F:21])[O:3][C:4]1[CH:9]=[CH:8][C:7]([C:10]2[O:14][N:13]=[CH:12][C:11]=2[CH2:15][CH2:16][C:17](OC)=[O:18])=[CH:6][CH:5]=1.[H-].C([Al+]CC(C)C)C(C)C.Cl. Product: [F:22][C:2]([F:1])([F:21])[O:3][C:4]1[CH:9]=[CH:8][C:7]([C:10]2[O:14][N:13]=[CH:12][C:11]=2[CH2:15][CH2:16][CH2:17][OH:18])=[CH:6][CH:5]=1. The catalyst class is: 7. (9) Reactant: [I:1]I.C([O-])([O-])=O.[Na+].[Na+].[OH:9][C:10]1[CH:11]=[CH:12][C:13]([C:16]([O:18][CH3:19])=[O:17])=[N:14][CH:15]=1.Cl. Product: [OH:9][C:10]1[CH:11]=[CH:12][C:13]([C:16]([O:18][CH3:19])=[O:17])=[N:14][C:15]=1[I:1]. The catalyst class is: 6. (10) Reactant: [I:1][C:2]1[CH:7]=[CH:6][N:5]=[C:4]([CH2:8][OH:9])[CH:3]=1.[H-].[Na+].[CH3:12]I. Product: [I:1][C:2]1[CH:7]=[CH:6][N:5]=[C:4]([CH2:8][O:9][CH3:12])[CH:3]=1. The catalyst class is: 49.